This data is from Full USPTO retrosynthesis dataset with 1.9M reactions from patents (1976-2016). The task is: Predict the reactants needed to synthesize the given product. (1) Given the product [OH:1][C@@:2]1([C:9]#[C:10][C:11]2[CH:12]=[C:13]([N:18]3[C:22]4=[N:23][CH:24]=[CH:25][CH:26]=[C:21]4[C:20]([C:27]([NH2:31])=[O:29])=[N:19]3)[CH:14]=[C:15]([CH3:17])[CH:16]=2)[CH2:6][CH2:5][N:4]([CH3:7])[C:3]1=[O:8], predict the reactants needed to synthesize it. The reactants are: [OH:1][C@@:2]1([C:9]#[C:10][C:11]2[CH:12]=[C:13]([N:18]3[C:22]4=[N:23][CH:24]=[CH:25][CH:26]=[C:21]4[C:20]([C:27]([O:29]C)=O)=[N:19]3)[CH:14]=[C:15]([CH3:17])[CH:16]=2)[CH2:6][CH2:5][N:4]([CH3:7])[C:3]1=[O:8].[NH3:31]. (2) Given the product [F:31][C@H:2]1[CH2:18][C:17]2[C@@:5]([CH3:24])([C@@H:6]3[C@@H:14]([CH2:15][CH:16]=2)[C@H:13]2[C@@:9]([CH3:22])([C@@H:10]([C:19](=[O:21])[CH3:20])[CH2:11][CH2:12]2)[CH2:8][C@@H:7]3[OH:23])[CH2:4][CH2:3]1, predict the reactants needed to synthesize it. The reactants are: O[CH:2]1[CH2:18][C:17]2[C:5]([CH3:24])([CH:6]3[CH:14]([CH2:15][CH:16]=2)[CH:13]2[C:9]([CH3:22])([CH:10]([C:19](=[O:21])[CH3:20])[CH2:11][CH2:12]2)[CH2:8][CH:7]3[OH:23])[CH2:4][CH2:3]1.CCN(S(F)(F)[F:31])CC. (3) Given the product [F:1][C:2]1[C:8]([F:9])=[CH:7][CH:6]=[CH:5][C:3]=1[N:4]=[C:10]=[S:11], predict the reactants needed to synthesize it. The reactants are: [F:1][C:2]1[C:8]([F:9])=[CH:7][CH:6]=[CH:5][C:3]=1[NH2:4].[C:10](Cl)(Cl)=[S:11].C(N(CC)CC)C. (4) Given the product [ClH:28].[NH2:7][C@@H:8]([CH3:9])[C:10]([NH:11][C:12]1[CH:17]=[CH:16][C:15]([F:18])=[CH:14][C:13]=1[NH:19][C:20]1[CH:25]=[N:24][CH:23]=[CH:22][N:21]=1)=[O:26], predict the reactants needed to synthesize it. The reactants are: C(OC(=O)[NH:7][C@H:8]([C:10](=[O:26])[NH:11][C:12]1[CH:17]=[CH:16][C:15]([F:18])=[CH:14][C:13]=1[NH:19][C:20]1[CH:25]=[N:24][CH:23]=[CH:22][N:21]=1)[CH3:9])(C)(C)C.[ClH:28]. (5) The reactants are: [N:1]([C@@H:4]([C@H:37]([C:45]1[CH:50]=[C:49]([F:51])[CH:48]=[C:47]([F:52])[CH:46]=1)[C:38]1[CH:43]=[CH:42][C:41]([F:44])=[CH:40][CH:39]=1)[C:5]([NH:7][C:8]1[CH:9]=[N:10][CH:11]=[C:12]([F:36])[C:13]=1[CH2:14][CH2:15][C@@H:16]1[N:21]([S:22]([CH:25]2[CH2:27][CH2:26]2)(=[O:24])=[O:23])[C@H:20]([CH3:28])[CH2:19][N:18]([C:29]([O:31][C:32]([CH3:35])([CH3:34])[CH3:33])=[O:30])[CH2:17]1)=[O:6])=[N+]=[N-].CP(C)C. Given the product [NH2:1][C@@H:4]([C@H:37]([C:45]1[CH:50]=[C:49]([F:51])[CH:48]=[C:47]([F:52])[CH:46]=1)[C:38]1[CH:39]=[CH:40][C:41]([F:44])=[CH:42][CH:43]=1)[C:5]([NH:7][C:8]1[CH:9]=[N:10][CH:11]=[C:12]([F:36])[C:13]=1[CH2:14][CH2:15][C@@H:16]1[N:21]([S:22]([CH:25]2[CH2:26][CH2:27]2)(=[O:24])=[O:23])[C@H:20]([CH3:28])[CH2:19][N:18]([C:29]([O:31][C:32]([CH3:34])([CH3:33])[CH3:35])=[O:30])[CH2:17]1)=[O:6], predict the reactants needed to synthesize it. (6) Given the product [CH3:38][C:33]1([CH3:39])[C:34]([CH3:37])([CH3:36])[O:35][B:31]([C:2]2[CH:3]=[C:4]3[C:9](=[CH:10][CH:11]=2)[N:8]=[CH:7][CH:6]=[C:5]3[N:12]2[CH2:17][CH2:16][CH2:15][C@H:14]([NH:18][C:19](=[O:25])[O:20][C:21]([CH3:24])([CH3:23])[CH3:22])[CH2:13]2)[O:32]1, predict the reactants needed to synthesize it. The reactants are: Br[C:2]1[CH:3]=[C:4]2[C:9](=[CH:10][CH:11]=1)[N:8]=[CH:7][CH:6]=[C:5]2[N:12]1[CH2:17][CH2:16][CH2:15][C@H:14]([NH:18][C:19](=[O:25])[O:20][C:21]([CH3:24])([CH3:23])[CH3:22])[CH2:13]1.C([O-])(=O)C.[K+].[B:31]1([B:31]2[O:35][C:34]([CH3:37])([CH3:36])[C:33]([CH3:39])([CH3:38])[O:32]2)[O:35][C:34]([CH3:37])([CH3:36])[C:33]([CH3:39])([CH3:38])[O:32]1.C1(P(C2CCCCC2)C2CCCCC2)CCCCC1. (7) Given the product [F:2][C:3]1[CH:11]=[C:10]2[C:6]([C:7]([C:21]3[CH:22]=[N:23][N:24]([CH:26]4[CH2:31][CH2:30][N:29]([S:41]([C:40]([F:53])([F:52])[F:39])(=[O:43])=[O:42])[CH2:28][CH2:27]4)[CH:25]=3)=[CH:8][N:9]2[S:12]([C:15]2[CH:16]=[CH:17][CH:18]=[CH:19][CH:20]=2)(=[O:13])=[O:14])=[CH:5][CH:4]=1, predict the reactants needed to synthesize it. The reactants are: Cl.[F:2][C:3]1[CH:11]=[C:10]2[C:6]([C:7]([C:21]3[CH:22]=[N:23][N:24]([CH:26]4[CH2:31][CH2:30][NH:29][CH2:28][CH2:27]4)[CH:25]=3)=[CH:8][N:9]2[S:12]([C:15]2[CH:20]=[CH:19][CH:18]=[CH:17][CH:16]=2)(=[O:14])=[O:13])=[CH:5][CH:4]=1.CCN(CC)CC.[F:39][C:40]([F:53])([F:52])[S:41](O[S:41]([C:40]([F:53])([F:52])[F:39])(=[O:43])=[O:42])(=[O:43])=[O:42].